From a dataset of Catalyst prediction with 721,799 reactions and 888 catalyst types from USPTO. Predict which catalyst facilitates the given reaction. (1) Reactant: [NH2:1][C:2]1[S:3][C:4]([O:13][CH3:14])=[C:5]([CH3:12])[C:6]=1[C:7]([O:9]CC)=O.ClC(Cl)(O[C:19](=[O:25])OC(Cl)(Cl)Cl)Cl.C(N(CC)CC)C.[C:34]1([CH2:40][CH2:41][NH2:42])[CH:39]=[CH:38][CH:37]=[CH:36][CH:35]=1. Product: [CH3:14][O:13][C:4]1[S:3][C:2]2[NH:1][C:19](=[O:25])[N:42]([CH2:41][CH2:40][C:34]3[CH:39]=[CH:38][CH:37]=[CH:36][CH:35]=3)[C:7](=[O:9])[C:6]=2[C:5]=1[CH3:12]. The catalyst class is: 2. (2) Reactant: [CH:1]([C:3]1[CH:39]=[CH:38][C:6]([C:7]([N:9]([CH2:24][C:25]2[N:26](COCC[Si](C)(C)C)[CH:27]=[CH:28][N:29]=2)[CH2:10][C:11]2[N:12](COCC[Si](C)(C)C)[CH:13]=[CH:14][N:15]=2)=[O:8])=[CH:5][CH:4]=1)=[O:2]. Product: [CH:1]([C:3]1[CH:4]=[CH:5][C:6]([C:7]([N:9]([CH2:24][C:25]2[NH:26][CH:27]=[CH:28][N:29]=2)[CH2:10][C:11]2[NH:15][CH:14]=[CH:13][N:12]=2)=[O:8])=[CH:38][CH:39]=1)=[O:2]. The catalyst class is: 330. (3) Reactant: [F:1][C:2]1([F:41])[CH2:5][N:4]([C:6](=[O:40])[C@H:7]([NH:9][C:10]([C:12]2[C:20]3[C:15](=[N:16][CH:17]=[C:18]([C:21]4[C:29]5[C:24](=[CH:25][C:26]([Cl:30])=[CH:27][CH:28]=5)[N:23]([CH3:31])[N:22]=4)[N:19]=3)[N:14](COCC[Si](C)(C)C)[CH:13]=2)=[O:11])[CH3:8])[CH2:3]1.FC(F)(F)C(O)=O.C(N)CN. Product: [F:41][C:2]1([F:1])[CH2:5][N:4]([C:6](=[O:40])[C@H:7]([NH:9][C:10]([C:12]2[C:20]3[C:15](=[N:16][CH:17]=[C:18]([C:21]4[C:29]5[C:24](=[CH:25][C:26]([Cl:30])=[CH:27][CH:28]=5)[N:23]([CH3:31])[N:22]=4)[N:19]=3)[NH:14][CH:13]=2)=[O:11])[CH3:8])[CH2:3]1. The catalyst class is: 4. (4) Reactant: Cl[C:2]1[C:11]2=[N:12][N:13](CC3C=CC(OC)=CC=3)[CH:14]=[C:10]2[C:9]2[CH:8]=[C:7]([O:24][CH3:25])[CH:6]=[CH:5][C:4]=2[N:3]=1.[CH3:26][N:27]1[CH2:32][CH2:31][N:30]([C:33]2[CH:39]=[CH:38][C:36]([NH2:37])=[CH:35][CH:34]=2)[CH2:29][CH2:28]1.Cl. Product: [CH3:25][O:24][C:7]1[CH:6]=[CH:5][C:4]2[N:3]=[C:2]([NH:37][C:36]3[CH:35]=[CH:34][C:33]([N:30]4[CH2:29][CH2:28][N:27]([CH3:26])[CH2:32][CH2:31]4)=[CH:39][CH:38]=3)[C:11]3=[N:12][NH:13][CH:14]=[C:10]3[C:9]=2[CH:8]=1. The catalyst class is: 71. (5) Reactant: [NH:1]([C:6]([O:8][C:9]([CH3:12])([CH3:11])[CH3:10])=[O:7])[CH2:2][C:3]([OH:5])=O.CN(C(ON1N=NC2C=CC=NC1=2)=[N+](C)C)C.F[P-](F)(F)(F)(F)F.Cl.[CH2:38]([C:40]1[CH:45]=[CH:44][C:43]([NH:46][C:47](=[O:67])[O:48][CH2:49][C:50]2([C:56](=[O:66])[NH:57][CH2:58][C:59]3[CH:64]=[CH:63][CH:62]=[CH:61][C:60]=3[Cl:65])[CH2:55][CH2:54][NH:53][CH2:52][CH2:51]2)=[CH:42][CH:41]=1)[CH3:39].CCN(C(C)C)C(C)C. Product: [CH2:38]([C:40]1[CH:45]=[CH:44][C:43]([NH:46][C:47](=[O:67])[O:48][CH2:49][C:50]2([C:56](=[O:66])[NH:57][CH2:58][C:59]3[CH:64]=[CH:63][CH:62]=[CH:61][C:60]=3[Cl:65])[CH2:55][CH2:54][N:53]([C:3](=[O:5])[CH2:2][NH:1][C:6]([O:8][C:9]([CH3:12])([CH3:11])[CH3:10])=[O:7])[CH2:52][CH2:51]2)=[CH:42][CH:41]=1)[CH3:39]. The catalyst class is: 3. (6) Reactant: [C:1]([O:5][C:6](=[O:29])[NH:7][C@H:8]([C:16]1[NH:17][CH:18]=[C:19]([C:21]2[CH:26]=[CH:25][C:24]([C:27]#[N:28])=[CH:23][CH:22]=2)[N:20]=1)[CH2:9][C:10]1[CH:15]=[CH:14][CH:13]=[CH:12][CH:11]=1)([CH3:4])([CH3:3])[CH3:2].Cl.NO.[CH2:33]([N:35](CC)CC)[CH3:34].C(OC(=O)C)(=[O:42])C. Product: [C:1]([O:5][C:6](=[O:29])[NH:7][C@H:8]([C:16]1[NH:17][CH:18]=[C:19]([C:21]2[CH:22]=[CH:23][C:24]([C:27]3[N:35]=[C:33]([CH3:34])[O:42][N:28]=3)=[CH:25][CH:26]=2)[N:20]=1)[CH2:9][C:10]1[CH:15]=[CH:14][CH:13]=[CH:12][CH:11]=1)([CH3:4])([CH3:2])[CH3:3]. The catalyst class is: 14. (7) Product: [C:6]([N:8]1[CH2:13][CH2:12][CH2:11][C@@H:10]([N:14]2[C:18]3=[N:19][CH:20]=[N:21][C:22]([NH2:23])=[C:17]3[C:16]([C:24]([NH:25][C:26]3[O:27][C:28]4[CH:34]=[CH:33][CH:32]=[CH:31][C:29]=4[N:30]=3)=[O:35])=[N:15]2)[CH2:9]1)(=[O:7])[CH:45]=[CH2:46]. The catalyst class is: 47. Reactant: C(O[C:6]([N:8]1[CH2:13][CH2:12][CH2:11][C@@H:10]([N:14]2[C:18]3=[N:19][CH:20]=[N:21][C:22]([NH2:23])=[C:17]3[C:16]([C:24](=[O:35])[NH:25][C:26]3[O:27][C:28]4[CH:34]=[CH:33][CH:32]=[CH:31][C:29]=4[N:30]=3)=[N:15]2)[CH2:9]1)=[O:7])(C)(C)C.[I-].[Na+].C[Si](Cl)(C)C.[OH-].[Na+].[C:45](Cl)(=O)[CH:46]=C. (8) Reactant: [CH3:1][O:2][CH2:3][N:4]1[C:8]2[CH:9]=[CH:10][C:11]([C:13]([C:15]3[N:16]=[C:17]([C:20]4[CH:25]=[CH:24][CH:23]=[CH:22][N:21]=4)[S:18][CH:19]=3)=[O:14])=[CH:12][C:7]=2[S:6][C:5]1=[O:26].[CH3:27][Mg]Br. Product: [OH:14][C:13]([C:11]1[CH:10]=[CH:9][C:8]2[N:4]([CH2:3][O:2][CH3:1])[C:5](=[O:26])[S:6][C:7]=2[CH:12]=1)([C:15]1[N:16]=[C:17]([C:20]2[CH:25]=[CH:24][CH:23]=[CH:22][N:21]=2)[S:18][CH:19]=1)[CH3:27]. The catalyst class is: 7. (9) Reactant: CC1(C)C(C)(C)OB([C:9]2[CH:14]=[CH:13][C:12]([O:15][C:16]3[CH:21]=[CH:20][C:19]([O:22][C:23]([F:26])([F:25])[F:24])=[CH:18][CH:17]=3)=[CH:11][CH:10]=2)O1.[NH2:28][C:29](=[O:43])[C@@H:30]([NH:32][C:33]1[N:38]=[C:37](Cl)[N:36]=[C:35]([C:40]([NH2:42])=[O:41])[CH:34]=1)[CH3:31].C([O-])([O-])=O.[Na+].[Na+]. Product: [NH2:28][C:29](=[O:43])[C@@H:30]([NH:32][C:33]1[N:38]=[C:37]([C:9]2[CH:10]=[CH:11][C:12]([O:15][C:16]3[CH:17]=[CH:18][C:19]([O:22][C:23]([F:24])([F:25])[F:26])=[CH:20][CH:21]=3)=[CH:13][CH:14]=2)[N:36]=[C:35]([C:40]([NH2:42])=[O:41])[CH:34]=1)[CH3:31]. The catalyst class is: 658.